This data is from Full USPTO retrosynthesis dataset with 1.9M reactions from patents (1976-2016). The task is: Predict the reactants needed to synthesize the given product. (1) Given the product [CH2:19]([O:21][C:22]([C:24]1[C:29]2[S:30][C:31]([B:10]3[O:11][C:12]([CH3:17])([CH3:18])[C:13]([CH3:15])([CH3:16])[O:14]3)=[CH:32][C:28]=2[CH:27]=[CH:26][CH:25]=1)=[O:23])[CH3:20], predict the reactants needed to synthesize it. The reactants are: [B:10]1([B:10]2[O:14][C:13]([CH3:16])([CH3:15])[C:12]([CH3:18])([CH3:17])[O:11]2)[O:14][C:13]([CH3:16])([CH3:15])[C:12]([CH3:18])([CH3:17])[O:11]1.[CH2:19]([O:21][C:22]([C:24]1[C:29]2[S:30][CH:31]=[CH:32][C:28]=2[CH:27]=[CH:26][CH:25]=1)=[O:23])[CH3:20]. (2) The reactants are: [CH3:1][S:2]([C:5]1[N:10]=[CH:9][C:8]([N:11]2[C:16]3[CH:17]=[C:18]([O:21][C@H:22]4[CH2:26][CH2:25][N:24]([C:27]5C=[CH:31][CH:30]=[CH:29][N:28]=5)[CH2:23]4)[CH:19]=[CH:20][C:15]=3[O:14][CH2:13][CH2:12]2)=[CH:7][C:6]=1[CH3:33])(=[O:4])=[O:3].ClC1N=CC=C[N:36]=1.CCN(C(C)C)C(C)C. Given the product [CH3:1][S:2]([C:5]1[N:10]=[CH:9][C:8]([N:11]2[C:16]3[CH:17]=[C:18]([O:21][C@H:22]4[CH2:26][CH2:25][N:24]([C:27]5[N:28]=[CH:29][CH:30]=[CH:31][N:36]=5)[CH2:23]4)[CH:19]=[CH:20][C:15]=3[O:14][CH2:13][CH2:12]2)=[CH:7][C:6]=1[CH3:33])(=[O:3])=[O:4], predict the reactants needed to synthesize it. (3) Given the product [C:41]([O:40][C:38]([N:8]1[CH2:9][CH:10]([C:14]2[NH:19][C:18](=[O:20])[C:17]3=[CH:21][N:22]=[C:23]([CH:24]4[CH2:25][CH2:26][O:27][CH2:28][CH2:29]4)[N:16]3[N:15]=2)[CH:11]([CH3:13])[CH2:12]1)=[O:39])([CH3:42])([CH3:43])[CH3:44], predict the reactants needed to synthesize it. The reactants are: C([N:8]1[CH2:12][CH:11]([CH3:13])[CH:10]([C:14]2[NH:19][C:18](=[O:20])[C:17]3=[CH:21][N:22]=[C:23]([C:24]4[CH2:25][CH2:26][O:27][CH2:28][CH:29]=4)[N:16]3[N:15]=2)[CH2:9]1)C1C=CC=CC=1.[C:38](O[C:38]([O:40][C:41]([CH3:44])([CH3:43])[CH3:42])=[O:39])([O:40][C:41]([CH3:44])([CH3:43])[CH3:42])=[O:39].C([O-])(=O)C.[K+].[H][H]. (4) Given the product [C:20]1([NH:1][C:2]2[CH:3]=[N:4][C:5]3[C:10]([CH:11]=2)=[CH:9][CH:8]=[CH:7][CH:6]=3)[CH:25]=[CH:24][CH:23]=[CH:22][CH:21]=1, predict the reactants needed to synthesize it. The reactants are: [NH2:1][C:2]1[CH:3]=[N:4][C:5]2[C:10]([CH:11]=1)=[CH:9][CH:8]=[CH:7][CH:6]=2.C(O)(=O)C.C(O)(=O)C.[C:20]1([Bi]([C:20]2[CH:25]=[CH:24][CH:23]=[CH:22][CH:21]=2)[C:20]2[CH:25]=[CH:24][CH:23]=[CH:22][CH:21]=2)[CH:25]=[CH:24][CH:23]=[CH:22][CH:21]=1. (5) Given the product [NH2:1][C:2]1[C:10]([O:11][CH2:12][CH3:13])=[CH:9][C:5]([C:6]([NH:39][CH:40]2[CH2:45][CH2:44][N:43]([CH3:46])[CH2:42][CH2:41]2)=[O:8])=[C:4]([F:14])[CH:3]=1, predict the reactants needed to synthesize it. The reactants are: [NH2:1][C:2]1[C:10]([O:11][CH2:12][CH3:13])=[CH:9][C:5]([C:6]([OH:8])=O)=[C:4]([F:14])[CH:3]=1.CN(C(ON1N=NC2C=CC=NC1=2)=[N+](C)C)C.F[P-](F)(F)(F)(F)F.[NH2:39][CH:40]1[CH2:45][CH2:44][N:43]([CH3:46])[CH2:42][CH2:41]1.C(N(C(C)C)CC)(C)C. (6) Given the product [Br:1][C:2]1[CH:7]=[CH:6][C:5]([CH:39]2[CH2:38][N:37]([C:30]([O:32][C:33]([CH3:36])([CH3:35])[CH3:34])=[O:31])[CH2:40]2)=[CH:4][CH:3]=1, predict the reactants needed to synthesize it. The reactants are: [Br:1][C:2]1[CH:7]=[CH:6][C:5](B(O)O)=[CH:4][CH:3]=1.Cl.N[C@@H]1CCCC[C@H]1O.C[Si](C)(C)N[Si](C)(C)C.[Na].[C:30]([N:37]1[CH2:40][CH:39](I)[CH2:38]1)([O:32][C:33]([CH3:36])([CH3:35])[CH3:34])=[O:31]. (7) Given the product [OH:17][C:14]1[CH:15]=[CH:16][C:11]([S:10][C:2]2[NH:3][C:4](=[O:5])[NH:6][C:7](=[O:8])[CH:1]=2)=[CH:12][CH:13]=1, predict the reactants needed to synthesize it. The reactants are: [CH:1]1[C:7](=[O:8])[NH:6][C:4](=[O:5])[NH:3][C:2]=1Cl.[SH:10][C:11]1[CH:16]=[CH:15][C:14]([OH:17])=[CH:13][CH:12]=1.[OH-].[K+]. (8) Given the product [CH2:11]([C:8]1[O:9][C:10]2[C:2]([B:15]3[O:19][C:18]([CH3:21])([CH3:20])[C:17]([CH3:23])([CH3:22])[O:16]3)=[CH:3][CH:4]=[C:5]([O:13][CH3:14])[C:6]=2[N:7]=1)[CH3:12], predict the reactants needed to synthesize it. The reactants are: Br[C:2]1[C:10]2[O:9][C:8]([CH2:11][CH3:12])=[N:7][C:6]=2[C:5]([O:13][CH3:14])=[CH:4][CH:3]=1.[B:15]1([B:15]2[O:19][C:18]([CH3:21])([CH3:20])[C:17]([CH3:23])([CH3:22])[O:16]2)[O:19][C:18]([CH3:21])([CH3:20])[C:17]([CH3:23])([CH3:22])[O:16]1.C(C(CCCC)C([O-])=O)C.[K+].O. (9) Given the product [CH:44]([C@H:19]([CH2:20]/[CH:21]=[CH:22]/[CH2:23][CH:24]([C:28](=[O:43])[C:29]1[CH:34]=[CH:33][C:32]([O:35][CH3:36])=[C:31]([O:37][CH2:38][CH2:39][CH2:40][O:41][CH3:42])[CH:30]=1)[CH:25]([CH3:27])[CH3:26])[C:18]([OH:47])=[O:1])([CH3:45])[CH3:46], predict the reactants needed to synthesize it. The reactants are: [OH-:1].[Li+].OO.C([C@H]1COC(=O)N1[C:18](=[O:47])[C@H:19]([CH:44]([CH3:46])[CH3:45])[CH2:20]/[CH:21]=[CH:22]/[CH2:23][CH:24]([C:28](=[O:43])[C:29]1[CH:34]=[CH:33][C:32]([O:35][CH3:36])=[C:31]([O:37][CH2:38][CH2:39][CH2:40][O:41][CH3:42])[CH:30]=1)[CH:25]([CH3:27])[CH3:26])C1C=CC=CC=1.S([O-])([O-])(=O)=S.[Na+].[Na+]. (10) Given the product [C:1]([C:3]1[CH:8]=[CH:7][C:6]([N:9]2[C:17]3[C:12](=[CH:13][C:14]([C:18]#[C:19][CH2:20][CH2:21][CH2:22][O:23][S:25]([CH3:24])(=[O:27])=[O:26])=[CH:15][CH:16]=3)[CH:11]=[CH:10]2)=[CH:5][CH:4]=1)#[CH:2], predict the reactants needed to synthesize it. The reactants are: [C:1]([C:3]1[CH:8]=[CH:7][C:6]([N:9]2[C:17]3[C:12](=[CH:13][C:14]([C:18]#[C:19][CH2:20][CH2:21][CH2:22][OH:23])=[CH:15][CH:16]=3)[CH:11]=[CH:10]2)=[CH:5][CH:4]=1)#[CH:2].[CH3:24][S:25](Cl)(=[O:27])=[O:26].